Dataset: Full USPTO retrosynthesis dataset with 1.9M reactions from patents (1976-2016). Task: Predict the reactants needed to synthesize the given product. (1) Given the product [CH:1]1([C:4]([NH:6][S:7]([C:9]([CH3:12])([CH3:11])[CH3:10])=[O:8])([CH3:13])[CH3:5])[CH2:3][CH2:2]1, predict the reactants needed to synthesize it. The reactants are: [CH:1]1(/[C:4](=[N:6]/[S:7]([C:9]([CH3:12])([CH3:11])[CH3:10])=[O:8])/[CH3:5])[CH2:3][CH2:2]1.[CH3:13][Al](C)C.[Li]C. (2) Given the product [Cl:1][C:2]1[CH:3]=[C:4]([CH:8]=[C:9]([N+:12]([O-:14])=[O:13])[C:10]=1[OH:11])[C:5]([Cl:17])=[O:6], predict the reactants needed to synthesize it. The reactants are: [Cl:1][C:2]1[CH:3]=[C:4]([CH:8]=[C:9]([N+:12]([O-:14])=[O:13])[C:10]=1[OH:11])[C:5](O)=[O:6].S(Cl)([Cl:17])=O. (3) Given the product [CH2:15]([N:14]([CH2:17][CH3:18])[S:11]([C:9]1[CH:8]=[CH:7][N:6]2[C:2]([NH:24][CH2:19][C:20]([CH3:23])([CH3:22])[CH3:21])=[N:3][N:4]=[C:5]2[CH:10]=1)(=[O:13])=[O:12])[CH3:16], predict the reactants needed to synthesize it. The reactants are: Cl[C:2]1[N:6]2[CH:7]=[CH:8][C:9]([S:11]([N:14]([CH2:17][CH3:18])[CH2:15][CH3:16])(=[O:13])=[O:12])=[CH:10][C:5]2=[N:4][N:3]=1.[CH2:19]([NH2:24])[C:20]([CH3:23])([CH3:22])[CH3:21]. (4) Given the product [Br:1][C:2]1[C:7](=[O:8])[N:6]([CH2:9][C:10]2[CH:15]=[CH:14][C:13]([O:16][CH3:17])=[CH:12][CH:11]=2)[N:5]=[C:4]([CH2:18][OH:19])[CH:3]=1, predict the reactants needed to synthesize it. The reactants are: [Br:1][C:2]1[C:7](=[O:8])[N:6]([CH2:9][C:10]2[CH:15]=[CH:14][C:13]([O:16][CH3:17])=[CH:12][CH:11]=2)[N:5]=[C:4]([C:18](OC)=[O:19])[CH:3]=1.[BH4-].[Na+].[Cl-].[Cl-].[Ca+2].[NH4+].[Cl-]. (5) Given the product [NH2:20][C:28]1[N:1]=[C:2]2[CH:3]=[N:4][CH:5]=[C:6]([C:8]3[CH:9]=[CH:10][C:11]([C:14]([CH3:18])([CH3:17])[C:15]#[N:16])=[CH:12][CH:13]=3)[N:7]2[N:25]=1, predict the reactants needed to synthesize it. The reactants are: [NH2:1][C:2]1[N:7]=[C:6]([C:8]2[CH:13]=[CH:12][C:11]([C:14]([CH3:18])([CH3:17])[C:15]#[N:16])=[CH:10][CH:9]=2)[CH:5]=[N:4][CH:3]=1.Cl.[NH2:20]O.C([N:25]([CH:28](C)C)CC)(C)C. (6) Given the product [Si:1]([O:8][CH2:9][C:10]1([CH3:38])[S:16][CH2:15][CH2:14][N:13]2[C:17]([C:20]3([C:23]4[CH:28]=[CH:27][C:26]([C:40]5[CH:41]=[CH:42][C:43](=[O:47])[N:44]([CH3:46])[CH:45]=5)=[CH:25][CH:24]=4)[CH2:21][CH2:22]3)=[N:18][N:19]=[C:12]2[CH2:11]1)([C:4]([CH3:7])([CH3:6])[CH3:5])([CH3:3])[CH3:2], predict the reactants needed to synthesize it. The reactants are: [Si:1]([O:8][CH2:9][C:10]1([CH3:38])[S:16][CH2:15][CH2:14][N:13]2[C:17]([C:20]3([C:23]4[CH:28]=[CH:27][C:26](B5OC(C)(C)C(C)(C)O5)=[CH:25][CH:24]=4)[CH2:22][CH2:21]3)=[N:18][N:19]=[C:12]2[CH2:11]1)([C:4]([CH3:7])([CH3:6])[CH3:5])([CH3:3])[CH3:2].Br[C:40]1[CH:41]=[CH:42][C:43](=[O:47])[N:44]([CH3:46])[CH:45]=1.C(=O)([O-])[O-].[K+].[K+].C(=O)([O-])O.[Na+]. (7) Given the product [CH3:35][C:6]1[C:7]2[C:12]([NH:13][C:14]3[C:15]([O:20][C@H:21]4[CH2:26][CH2:25][CH2:24][NH:23][CH2:22]4)=[N:16][CH:17]=[CH:18][CH:19]=3)=[N:11][CH:10]=[N:9][C:8]=2[S:34][C:5]=1[C:2]([NH2:3])=[O:4], predict the reactants needed to synthesize it. The reactants are: Cl.[C:2]([C:5]1[S:34][C:8]2[N:9]=[CH:10][N:11]=[C:12]([NH:13][C:14]3[C:15]([O:20][C@H:21]4[CH2:26][CH2:25][CH2:24][N:23](C(OC(C)(C)C)=O)[CH2:22]4)=[N:16][CH:17]=[CH:18][CH:19]=3)[C:7]=2[C:6]=1[CH3:35])(=[O:4])[NH2:3]. (8) Given the product [CH3:2][O:3][C:4]([C:6]12[CH2:15][CH:10]3[CH2:11][CH:12]([CH2:14][C:8]([NH:16][C:31]([C:26]4[CH:27]=[CH:28][CH:29]=[CH:30][N:25]=4)=[O:32])([CH2:9]3)[CH2:7]1)[CH2:13]2)=[O:5], predict the reactants needed to synthesize it. The reactants are: Cl.[CH3:2][O:3][C:4]([C:6]12[CH2:15][CH:10]3[CH2:11][CH:12]([CH2:14][C:8]([NH2:16])([CH2:9]3)[CH2:7]1)[CH2:13]2)=[O:5].C(N(CC)CC)C.Cl.[N:25]1[CH:30]=[CH:29][CH:28]=[CH:27][C:26]=1[C:31](Cl)=[O:32].C(=O)(O)[O-].[Na+]. (9) Given the product [CH2:30]([O:32][C:33](=[O:45])[C:34]([O:37][C:38]1[CH:43]=[CH:42][C:41]([O:15][CH2:14][CH2:13][CH:11]2[CH2:12][N:8]([CH2:7][C:6]3[CH:5]=[CH:4][C:3]([O:2][CH3:1])=[CH:29][CH:28]=3)[C:9](=[O:27])[N:10]2[CH3:26])=[CH:40][CH:39]=1)([CH3:36])[CH3:35])[CH3:31], predict the reactants needed to synthesize it. The reactants are: [CH3:1][O:2][C:3]1[CH:29]=[CH:28][C:6]([CH2:7][N:8]2[CH2:12][CH:11]([CH2:13][CH2:14][O:15]S(C3C=CC(C)=CC=3)(=O)=O)[N:10]([CH3:26])[C:9]2=[O:27])=[CH:5][CH:4]=1.[CH2:30]([O:32][C:33](=[O:45])[C:34]([O:37][C:38]1[CH:43]=[CH:42][C:41](O)=[CH:40][CH:39]=1)([CH3:36])[CH3:35])[CH3:31].N#N. (10) Given the product [F:27][C:25]([F:26])([F:28])[C:23]1[CH:22]=[CH:21][N:20]=[C:19]([N:16]2[CH2:17][CH2:18][C:13]3([CH:11]([NH2:10])[CH2:12]3)[CH2:14][CH2:15]2)[N:24]=1, predict the reactants needed to synthesize it. The reactants are: C(OC(=O)[NH:10][CH:11]1[C:13]2([CH2:18][CH2:17][N:16]([C:19]3[N:24]=[C:23]([C:25]([F:28])([F:27])[F:26])[CH:22]=[CH:21][N:20]=3)[CH2:15][CH2:14]2)[CH2:12]1)C1C=CC=CC=1.Br.